This data is from B-cell epitopes from IEDB database with 3,159 antigens for binding position prediction. The task is: Token-level Classification. Given an antigen amino acid sequence, predict which amino acid positions are active epitope sites capable of antibody binding. Output is a list of indices for active positions. (1) Given the antigen sequence: MSLLTEVETHTRNGWECKCSDSSDPLVIAASIIGILHLILWILDRLFFKCIYRRLKYGLKRGPSTEGVPESMREEYRQEQQSAVDVDDGHFVNIELE, which amino acid positions are active epitope sites? The epitope positions are: [1, 2, 3, 4, 5, 6, 7, 8, 9, 10, 11, 12, 13, 14, 15, 16, 17, 18, 19, 20... (23 total positions)]. The amino acids at these positions are: SLLTEVETHTRNGWECKCSDSSD. (2) Given the antigen sequence: MGVTGILQLPRDRFKRTSFFLWVIILFQRTFSIPLGVIHNSTLQVSDVDKLVCRDKLSSTNQLRSVGLNLEGNGVATDVPSATKRWGFRSGVPPKVVNYEAGEWAENCYNLEIKKPDGSECLPAAPDGIRGFPRCRYVHKVSGTGPCAGDFAFHKEGAFFLYDRLASTVIYRGTTFAEGVVAFLILPQAKKDFFSSHPLREPVNATEDPSSGYYSTTIRYQATGFGTNETEYLFEVDNLTYVQLESRFTPQFLLQLNETIYTSGKRSNTTGKLIWKVNPEIDTTIGEWAFWETKKNLTRKIRSEELSFTAVSNRAKNISGQSPARTSSDPGTNTTTEDHKIMASENSSAMVQVHSQGREAAVSHLTTLATISTSLRPPITKPGPDNSTHNTPVYKLDISEATQVEQHHRRTDNASTTSDTPPATTAAGPLKAENTNTSKGTDLLDPATTTSPQNHSETAGNNNTHHQDTGEESASSGKLGLITNTIAGVAGLITGGRRTR..., which amino acid positions are active epitope sites? The epitope positions are: [448, 449, 450, 451, 452, 453, 454, 455, 456, 457, 458, 459, 460, 461, 462]. The amino acids at these positions are: TTSPQNHSETAGNNN.